From a dataset of Reaction yield outcomes from USPTO patents with 853,638 reactions. Predict the reaction yield, written as a fraction of the theoretical maximum amount of product (1.0 means a 100% yield; for example, 0.34 means a 34% yield). (1) The reactants are [CH3:1][O:2][C:3]1[CH:4]=[C:5]2[C:10](=[CH:11][C:12]=1[O:13][CH3:14])[N:9]=[CH:8][CH:7]=[C:6]2[O:15][C:16]1[CH:22]=[CH:21][C:19]([NH2:20])=[C:18]([CH3:23])[C:17]=1[CH3:24].Cl[C:26](Cl)([O:28][C:29](=[O:35])OC(Cl)(Cl)Cl)Cl.[CH3:37][C:38]1[CH:39]=[C:40](CO)[CH:41]=[CH:42][CH:43]=1.C(=O)(O)[O-].[Na+]. The catalyst is C(Cl)Cl.C(N(CC)CC)C.C1(C)C=CC=CC=1. The product is [CH3:1][O:2][C:3]1[CH:4]=[C:5]2[C:10](=[CH:11][C:12]=1[O:13][CH3:14])[N:9]=[CH:8][CH:7]=[C:6]2[O:15][C:16]1[CH:22]=[CH:21][C:19]([NH:20][C:29](=[O:35])[O:28][CH2:26][C:42]2[CH:41]=[CH:40][CH:39]=[C:38]([CH3:37])[CH:43]=2)=[C:18]([CH3:23])[C:17]=1[CH3:24]. The yield is 0.890. (2) The reactants are [CH:1]1([C:7]([CH:9]([C:13]2[CH:18]=[CH:17][CH:16]=[CH:15][CH:14]=2)[CH2:10][CH:11]=O)=[O:8])[CH2:6][CH2:5][CH2:4][CH2:3][CH2:2]1.[N:19]1[CH:24]=[CH:23][CH:22]=[CH:21][C:20]=1[N:25]1[CH2:30][CH2:29][NH:28][CH2:27][CH2:26]1.[Na]. No catalyst specified. The product is [N:19]1[CH:24]=[CH:23][CH:22]=[CH:21][C:20]=1[N:25]1[CH2:26][CH2:27][N:28]([CH2:11][CH2:10][CH:9]([C:7]([CH:1]2[CH2:6][CH2:5][CH2:4][CH2:3][CH2:2]2)=[O:8])[C:13]2[CH:18]=[CH:17][CH:16]=[CH:15][CH:14]=2)[CH2:29][CH2:30]1. The yield is 0.780. (3) The reactants are CC(C)([O-])C.[K+].[OH:7][C:8]1[CH:13]=[CH:12][N:11]=[CH:10][CH:9]=1.I[C:15]1[CH:22]=[CH:21][C:18]([C:19]#[N:20])=[CH:17][CH:16]=1. The catalyst is CS(C)=O. The product is [N:11]1[CH:12]=[CH:13][C:8]([O:7][C:15]2[CH:22]=[CH:21][C:18]([C:19]#[N:20])=[CH:17][CH:16]=2)=[CH:9][CH:10]=1. The yield is 0.470. (4) The reactants are [CH2:1]([O:8][C:9]([NH:11][C@@H:12]([CH:16]([CH3:18])[CH3:17])[C:13]([OH:15])=O)=[O:10])[C:2]1[CH:7]=[CH:6][CH:5]=[CH:4][CH:3]=1.Cl.[CH3:20][O:21]CN.CCN=C=NCCC[N:32]([CH3:34])C.Cl.CCN(C(C)C)C(C)C. The catalyst is C(Cl)Cl. The product is [CH2:1]([O:8][C:9](=[O:10])[NH:11][C@H:12]([C:13](=[O:15])[N:32]([O:21][CH3:20])[CH3:34])[CH:16]([CH3:18])[CH3:17])[C:2]1[CH:3]=[CH:4][CH:5]=[CH:6][CH:7]=1. The yield is 0.870.